Dataset: NCI-60 drug combinations with 297,098 pairs across 59 cell lines. Task: Regression. Given two drug SMILES strings and cell line genomic features, predict the synergy score measuring deviation from expected non-interaction effect. (1) Drug 1: CC1OCC2C(O1)C(C(C(O2)OC3C4COC(=O)C4C(C5=CC6=C(C=C35)OCO6)C7=CC(=C(C(=C7)OC)O)OC)O)O. Drug 2: CC12CCC3C(C1CCC2O)C(CC4=C3C=CC(=C4)O)CCCCCCCCCS(=O)CCCC(C(F)(F)F)(F)F. Synergy scores: CSS=18.0, Synergy_ZIP=-4.21, Synergy_Bliss=-1.96, Synergy_Loewe=-0.785, Synergy_HSA=-0.729. Cell line: OVCAR-5. (2) Drug 1: CC1CCCC2(C(O2)CC(NC(=O)CC(C(C(=O)C(C1O)C)(C)C)O)C(=CC3=CSC(=N3)C)C)C. Drug 2: COCCOC1=C(C=C2C(=C1)C(=NC=N2)NC3=CC=CC(=C3)C#C)OCCOC.Cl. Cell line: SNB-75. Synergy scores: CSS=55.8, Synergy_ZIP=15.9, Synergy_Bliss=22.0, Synergy_Loewe=-24.6, Synergy_HSA=9.55. (3) Drug 1: CC1=C(N=C(N=C1N)C(CC(=O)N)NCC(C(=O)N)N)C(=O)NC(C(C2=CN=CN2)OC3C(C(C(C(O3)CO)O)O)OC4C(C(C(C(O4)CO)O)OC(=O)N)O)C(=O)NC(C)C(C(C)C(=O)NC(C(C)O)C(=O)NCCC5=NC(=CS5)C6=NC(=CS6)C(=O)NCCC[S+](C)C)O. Drug 2: N.N.Cl[Pt+2]Cl. Cell line: HS 578T. Synergy scores: CSS=26.4, Synergy_ZIP=-7.88, Synergy_Bliss=1.48, Synergy_Loewe=-19.4, Synergy_HSA=3.77. (4) Drug 1: CN(C)C1=NC(=NC(=N1)N(C)C)N(C)C. Drug 2: CC1C(C(CC(O1)OC2CC(OC(C2O)C)OC3=CC4=CC5=C(C(=O)C(C(C5)C(C(=O)C(C(C)O)O)OC)OC6CC(C(C(O6)C)O)OC7CC(C(C(O7)C)O)OC8CC(C(C(O8)C)O)(C)O)C(=C4C(=C3C)O)O)O)O. Cell line: UACC-257. Synergy scores: CSS=5.25, Synergy_ZIP=8.28, Synergy_Bliss=11.8, Synergy_Loewe=6.15, Synergy_HSA=6.74. (5) Synergy scores: CSS=29.1, Synergy_ZIP=-2.87, Synergy_Bliss=-2.54, Synergy_Loewe=-4.93, Synergy_HSA=-1.12. Drug 1: CC(C1=C(C=CC(=C1Cl)F)Cl)OC2=C(N=CC(=C2)C3=CN(N=C3)C4CCNCC4)N. Cell line: MCF7. Drug 2: C1=NC2=C(N1)C(=S)N=C(N2)N. (6) Drug 1: CC1=C2C(C(=O)C3(C(CC4C(C3C(C(C2(C)C)(CC1OC(=O)C(C(C5=CC=CC=C5)NC(=O)OC(C)(C)C)O)O)OC(=O)C6=CC=CC=C6)(CO4)OC(=O)C)O)C)O. Drug 2: C1=NNC2=C1C(=O)NC=N2. Cell line: SK-OV-3. Synergy scores: CSS=18.0, Synergy_ZIP=-6.45, Synergy_Bliss=1.14, Synergy_Loewe=-27.5, Synergy_HSA=-0.886. (7) Drug 1: C1CCC(C1)C(CC#N)N2C=C(C=N2)C3=C4C=CNC4=NC=N3. Drug 2: C1CC(C1)(C(=O)O)C(=O)O.[NH2-].[NH2-].[Pt+2]. Cell line: DU-145. Synergy scores: CSS=38.0, Synergy_ZIP=-0.898, Synergy_Bliss=1.59, Synergy_Loewe=0.0434, Synergy_HSA=2.37. (8) Cell line: HCC-2998. Drug 1: C1C(C(OC1N2C=NC(=NC2=O)N)CO)O. Drug 2: CC12CCC3C(C1CCC2OP(=O)(O)O)CCC4=C3C=CC(=C4)OC(=O)N(CCCl)CCCl.[Na+]. Synergy scores: CSS=16.3, Synergy_ZIP=-7.67, Synergy_Bliss=-5.77, Synergy_Loewe=-12.3, Synergy_HSA=-3.45. (9) Drug 1: C1CCC(CC1)NC(=O)N(CCCl)N=O. Drug 2: CNC(=O)C1=NC=CC(=C1)OC2=CC=C(C=C2)NC(=O)NC3=CC(=C(C=C3)Cl)C(F)(F)F. Cell line: SF-295. Synergy scores: CSS=59.3, Synergy_ZIP=2.53, Synergy_Bliss=2.50, Synergy_Loewe=4.84, Synergy_HSA=7.36. (10) Drug 1: C1=CC(=CC=C1CCC2=CNC3=C2C(=O)NC(=N3)N)C(=O)NC(CCC(=O)O)C(=O)O. Drug 2: C1=NC2=C(N=C(N=C2N1C3C(C(C(O3)CO)O)F)Cl)N. Cell line: RXF 393. Synergy scores: CSS=11.6, Synergy_ZIP=-2.76, Synergy_Bliss=-2.49, Synergy_Loewe=-1.30, Synergy_HSA=-0.0356.